The task is: Predict the product of the given reaction.. This data is from Forward reaction prediction with 1.9M reactions from USPTO patents (1976-2016). Given the reactants C([O:3][C:4](=[O:22])[CH2:5][N:6]1[C:10](=[O:11])[N:9]([CH2:12][CH2:13][O:14][CH3:15])[C:8]([C:16]2[S:17][C:18]([Cl:21])=[CH:19][CH:20]=2)=[N:7]1)C.[OH-].[K+], predict the reaction product. The product is: [Cl:21][C:18]1[S:17][C:16]([C:8]2[N:9]([CH2:12][CH2:13][O:14][CH3:15])[C:10](=[O:11])[N:6]([CH2:5][C:4]([OH:22])=[O:3])[N:7]=2)=[CH:20][CH:19]=1.